Dataset: Forward reaction prediction with 1.9M reactions from USPTO patents (1976-2016). Task: Predict the product of the given reaction. (1) Given the reactants [CH2:1]([O:8][C:9]1[CH:14]=[C:13]([O:15][CH2:16]C2C=CC=CC=2)[C:12]([CH:23]([CH3:25])[CH3:24])=[CH:11][C:10]=1[C:26](=[O:28])C)[C:2]1[CH:7]=[CH:6][CH:5]=[CH:4][CH:3]=1.Br[O-].[Na+].CC[O:34]C(C)=O.[CH3:38][CH2:39][CH2:40][CH2:41][CH2:42][CH3:43].Cl, predict the reaction product. The product is: [CH2:1]([O:8][C:9]1[CH:14]=[C:13]([O:15][CH2:16][C:40]2[CH:39]=[CH:38][CH:43]=[CH:42][CH:41]=2)[C:12]([CH:23]([CH3:25])[CH3:24])=[CH:11][C:10]=1[C:26]([OH:28])=[O:34])[C:2]1[CH:3]=[CH:4][CH:5]=[CH:6][CH:7]=1. (2) Given the reactants [CH3:1][C:2]1[CH:10]=[CH:9][C:5]([C:6]([OH:8])=O)=[CH:4][C:3]=1[NH:11][C:12]([C:14]1[S:22][C:17]2=[N:18][CH:19]=[CH:20][N:21]=[C:16]2[CH:15]=1)=[O:13].[NH2:23][C:24]1[CH:25]=[C:26]([C:30]([F:33])([F:32])[F:31])[CH:27]=[CH:28][CH:29]=1.CN(C(ON1N=NC2C=CC=CC1=2)=[N+](C)C)C.[B-](F)(F)(F)F.CCN(C(C)C)C(C)C.C(O)(=O)CC(CC(O)=O)(C(O)=O)O, predict the reaction product. The product is: [CH3:1][C:2]1[CH:10]=[CH:9][C:5]([C:6](=[O:8])[NH:23][C:24]2[CH:29]=[CH:28][CH:27]=[C:26]([C:30]([F:31])([F:32])[F:33])[CH:25]=2)=[CH:4][C:3]=1[NH:11][C:12]([C:14]1[S:22][C:17]2=[N:18][CH:19]=[CH:20][N:21]=[C:16]2[CH:15]=1)=[O:13].